Dataset: NCI-60 drug combinations with 297,098 pairs across 59 cell lines. Task: Regression. Given two drug SMILES strings and cell line genomic features, predict the synergy score measuring deviation from expected non-interaction effect. (1) Drug 1: C1=CC(=CC=C1CC(C(=O)O)N)N(CCCl)CCCl.Cl. Drug 2: CC12CCC3C(C1CCC2O)C(CC4=C3C=CC(=C4)O)CCCCCCCCCS(=O)CCCC(C(F)(F)F)(F)F. Cell line: UACC62. Synergy scores: CSS=5.13, Synergy_ZIP=-4.67, Synergy_Bliss=-3.52, Synergy_Loewe=-1.69, Synergy_HSA=-2.79. (2) Drug 1: CC1=C(C=C(C=C1)NC(=O)C2=CC=C(C=C2)CN3CCN(CC3)C)NC4=NC=CC(=N4)C5=CN=CC=C5. Drug 2: C(=O)(N)NO. Cell line: MDA-MB-435. Synergy scores: CSS=1.44, Synergy_ZIP=6.99, Synergy_Bliss=1.85, Synergy_Loewe=2.70, Synergy_HSA=0.0714. (3) Drug 1: C1=CC(=CC=C1CCC2=CNC3=C2C(=O)NC(=N3)N)C(=O)NC(CCC(=O)O)C(=O)O. Drug 2: N.N.Cl[Pt+2]Cl. Cell line: RXF 393. Synergy scores: CSS=8.72, Synergy_ZIP=-4.62, Synergy_Bliss=-4.14, Synergy_Loewe=-7.39, Synergy_HSA=-2.89. (4) Synergy scores: CSS=10.4, Synergy_ZIP=-3.81, Synergy_Bliss=0.644, Synergy_Loewe=-12.8, Synergy_HSA=0.224. Drug 1: CN(CCCl)CCCl.Cl. Cell line: EKVX. Drug 2: C(CN)CNCCSP(=O)(O)O. (5) Drug 1: C1=CC(=CC=C1CCC2=CNC3=C2C(=O)NC(=N3)N)C(=O)NC(CCC(=O)O)C(=O)O. Drug 2: CC1C(C(CC(O1)OC2CC(CC3=C2C(=C4C(=C3O)C(=O)C5=CC=CC=C5C4=O)O)(C(=O)C)O)N)O. Cell line: SN12C. Synergy scores: CSS=45.7, Synergy_ZIP=-0.888, Synergy_Bliss=-7.22, Synergy_Loewe=15.5, Synergy_HSA=-0.196.